This data is from Reaction yield outcomes from USPTO patents with 853,638 reactions. The task is: Predict the reaction yield, written as a fraction of the theoretical maximum amount of product (1.0 means a 100% yield; for example, 0.34 means a 34% yield). (1) The reactants are [C:1](Cl)(=[O:3])[CH3:2].[C:5]([O:8][CH2:9][CH:10]([NH:16][CH2:17][C:18]([O:20][C:21]([CH3:24])([CH3:23])[CH3:22])=[O:19])[CH2:11][O:12][C:13](=[O:15])[CH3:14])(=[O:7])[CH3:6].C(N(CC)CC)C. No catalyst specified. The product is [C:5]([O:8][CH2:9][CH:10]([N:16]([CH2:17][C:18]([O:20][C:21]([CH3:24])([CH3:23])[CH3:22])=[O:19])[C:1](=[O:3])[CH3:2])[CH2:11][O:12][C:13](=[O:15])[CH3:14])(=[O:7])[CH3:6]. The yield is 0.500. (2) The reactants are [F:1][C:2]1[CH:38]=[CH:37][C:5]2[N:6]=[C:7]([C:9]3[CH:36]=[CH:35][C:12]([C:13]([N:15]4[CH2:20][CH2:19][N:18]([C:21]([C:23]5([NH:26]C(=O)OC(C)(C)C)[CH2:25][CH2:24]5)=[O:22])[C@@H:17]([CH3:34])[CH2:16]4)=[O:14])=[CH:11][CH:10]=3)[O:8][C:4]=2[CH:3]=1.ClCCl. The catalyst is O1CCCC1. The product is [NH2:26][C:23]1([C:21]([N:18]2[CH2:19][CH2:20][N:15]([C:13]([C:12]3[CH:35]=[CH:36][C:9]([C:7]4[O:8][C:4]5[CH:3]=[C:2]([F:1])[CH:38]=[CH:37][C:5]=5[N:6]=4)=[CH:10][CH:11]=3)=[O:14])[CH2:16][C@@H:17]2[CH3:34])=[O:22])[CH2:24][CH2:25]1. The yield is 0.250. (3) The reactants are [Cl:1][CH2:2][CH2:3][CH2:4][O:5][C:6]1[CH:7]=[C:8]([CH:13]=[CH:14][C:15]=1[O:16][CH3:17])[C:9]([O:11][CH3:12])=[O:10].[N:18]([O-:20])=[O:19].[Na+].C(O)(=O)C.[N+]([O-])(O)=O. The catalyst is O. The product is [CH3:17][O:16][C:15]1[C:6]([O:5][CH2:4][CH2:3][CH2:2][Cl:1])=[CH:7][C:8]([C:9]([O:11][CH3:12])=[O:10])=[C:13]([N+:18]([O-:20])=[O:19])[CH:14]=1. The yield is 0.950. (4) The reactants are [CH2:1]1[CH2:14][O:13][C:8]23[O:9][CH2:10][CH2:11][O:12][C:3]2([C@:4]2([CH2:27][CH2:26][C@H:25]4[C@@H:15]([C@H:16](CN)[CH2:17][CH:18]5[C@:23]4([CH3:24])[CH2:22][CH2:21][CH2:20][CH2:19]5)[C@@H:6]2[CH2:7]3)[CH3:5])[O:2]1.C1COC23OCCOC2([C@]2(CC[C@H]4[C@@H](C[C@H]([NH:57][CH:58]=[O:59])C5[C@]4(C)CCCC5)[C@@H]2C3)C)O1. No catalyst specified. The product is [CH2:1]1[CH2:14][O:13][C:8]23[O:9][CH2:10][CH2:11][O:12][C:3]2([C@:4]2([CH2:27][CH2:26][C@H:25]4[C@@H:15]([C@H:16]([NH:57][CH:58]=[O:59])[CH2:17][CH:18]5[C@:23]4([CH3:24])[CH2:22][CH2:21][CH2:20][CH2:19]5)[C@@H:6]2[CH2:7]3)[CH3:5])[O:2]1. The yield is 0.920. (5) The reactants are [CH3:1][S:2]([C:5]1[CH:10]=[CH:9][C:8]([CH2:11][CH2:12][CH2:13]O)=[CH:7][CH:6]=1)(=[O:4])=[O:3].CC(OI1(OC(C)=O)(OC(C)=O)OC(=O)C2C=CC=CC1=2)=O.I([O-])(=O)(=O)=O.[NH:42]1[CH2:47][CH2:46][CH2:45][C@@H:44]([CH2:48][N:49]2[CH2:54][CH2:53][N:52]([C:55]([O:57][CH2:58][C:59]3[CH:64]=[CH:63][CH:62]=[CH:61][CH:60]=3)=[O:56])[CH2:51][CH2:50]2)[CH2:43]1.CO. The catalyst is C(Cl)Cl.S([O-])([O-])(=O)=O.[Mg+2]. The product is [CH3:1][S:2]([C:5]1[CH:6]=[CH:7][C:8]([CH2:11][CH2:12][CH2:13][N:42]2[CH2:47][CH2:46][CH2:45][C@@H:44]([CH2:48][N:49]3[CH2:50][CH2:51][N:52]([C:55]([O:57][CH2:58][C:59]4[CH:60]=[CH:61][CH:62]=[CH:63][CH:64]=4)=[O:56])[CH2:53][CH2:54]3)[CH2:43]2)=[CH:9][CH:10]=1)(=[O:3])=[O:4]. The yield is 0.850. (6) The product is [CH3:1][N:2]1[C:14]2[CH2:13][CH2:12][CH:11]([CH2:23][N:18]3[CH:19]=[CH:20][N:21]=[C:17]3[CH3:16])[C:10](=[O:15])[C:9]=2[C:8]2[C:3]1=[CH:4][CH:5]=[CH:6][CH:7]=2. The reactants are [CH3:1][N:2]1[C:14]2[CH2:13][CH2:12][CH2:11][C:10](=[O:15])[C:9]=2[C:8]2[C:3]1=[CH:4][CH:5]=[CH:6][CH:7]=2.[CH3:16][C:17]1[NH:18][CH:19]=[CH:20][N:21]=1.N1(CN2CCCCC2)CCCC[CH2:23]1.[Cl-].[Al+3].[Cl-].[Cl-].[OH-].[Na+]. The yield is 0.700. The catalyst is C(#N)C.ClCCl. (7) The reactants are S(S([O-])=O)([O-])=O.[I:7][C:8]1[CH:13]=[C:12]([N+:14]([O-])=O)[CH:11]=[CH:10][C:9]=1[O:17][CH3:18]. The catalyst is O.CO.C([O-])(O)=O.[Na+]. The product is [I:7][C:8]1[CH:13]=[C:12]([CH:11]=[CH:10][C:9]=1[O:17][CH3:18])[NH2:14]. The yield is 0.710. (8) The reactants are [NH2:1][C:2]1[CH:11]=[CH:10][CH:9]=[C:8]2[C:3]=1[CH:4]=[CH:5][N:6]=[CH:7]2.Br[C:13]1[CH:18]=[CH:17][C:16]([Br:19])=[CH:15][N:14]=1.CC(C)([O-])C.[Na+]. The catalyst is C([O-])(=O)C.[Pd+2].C([O-])(=O)C.C1(P(C2C=CC=CC=2)C2C=CC3C(=CC=CC=3)C=2C2C3C(=CC=CC=3)C=CC=2P(C2C=CC=CC=2)C2C=CC=CC=2)C=CC=CC=1. The product is [Br:19][C:16]1[CH:17]=[CH:18][C:13]([NH:1][C:2]2[C:3]3[CH:4]=[CH:5][N:6]=[CH:7][C:8]=3[CH:9]=[CH:10][CH:11]=2)=[N:14][CH:15]=1. The yield is 0.740.